Dataset: Peptide-MHC class I binding affinity with 185,985 pairs from IEDB/IMGT. Task: Regression. Given a peptide amino acid sequence and an MHC pseudo amino acid sequence, predict their binding affinity value. This is MHC class I binding data. (1) The peptide sequence is YYGRWVHEF. The MHC is HLA-C07:02 with pseudo-sequence HLA-C07:02. The binding affinity (normalized) is 0.644. (2) The peptide sequence is YHFDPVHHL. The MHC is HLA-A03:01 with pseudo-sequence HLA-A03:01. The binding affinity (normalized) is 0.0847. (3) The peptide sequence is ATTLFASV. The MHC is H-2-Kb with pseudo-sequence H-2-Kb. The binding affinity (normalized) is 0.722. (4) The peptide sequence is HSNLNDATY. The MHC is HLA-B58:01 with pseudo-sequence HLA-B58:01. The binding affinity (normalized) is 0.422. (5) The peptide sequence is SWPVQCPLDH. The MHC is HLA-A68:01 with pseudo-sequence HLA-A68:01. The binding affinity (normalized) is 0. (6) The binding affinity (normalized) is 0.0847. The peptide sequence is FFGWEGVGV. The MHC is HLA-A03:01 with pseudo-sequence HLA-A03:01. (7) The peptide sequence is ETQTGMHAH. The MHC is HLA-A02:06 with pseudo-sequence HLA-A02:06. The binding affinity (normalized) is 0.0847.